From a dataset of Forward reaction prediction with 1.9M reactions from USPTO patents (1976-2016). Predict the product of the given reaction. (1) Given the reactants [NH:1]1[CH:5]=[C:4]([C:6]2[CH:7]=[C:8]([CH:11]=[CH:12][CH:13]=2)[C:9]#[N:10])[N:3]=[CH:2]1.O.B1([O-])O[O:16]1.O.O.O.O.[Na+], predict the reaction product. The product is: [NH:1]1[CH:5]=[C:4]([C:6]2[CH:7]=[C:8]([CH:11]=[CH:12][CH:13]=2)[C:9]([NH2:10])=[O:16])[N:3]=[CH:2]1. (2) The product is: [F:54][C:52]1[CH:51]=[C:50]([C@@H:55]([CH:67]2[CH2:72][CH2:71][N:70]([S:73]([CH3:76])(=[O:74])=[O:75])[CH2:69][CH2:68]2)[CH2:56][CH2:57][N:58]2[CH2:63][CH2:62][CH:61]([N:64]([CH2:65][CH3:66])[C:13](=[O:15])/[CH:12]=[CH:11]/[CH:8]3[CH2:7][CH2:6][N:5]([S:2]([CH3:1])(=[O:3])=[O:4])[CH2:10][CH2:9]3)[CH2:60][CH2:59]2)[CH:49]=[C:48]([F:47])[CH:53]=1. Given the reactants [CH3:1][S:2]([N:5]1[CH2:10][CH2:9][CH:8](/[CH:11]=[CH:12]/[C:13]([OH:15])=O)[CH2:7][CH2:6]1)(=[O:4])=[O:3].CN(C(ON1N=NC2C=CC=NC1=2)=[N+](C)C)C.F[P-](F)(F)(F)(F)F.C(N(CC)CC)C.[F:47][C:48]1[CH:49]=[C:50]([C@@H:55]([CH:67]2[CH2:72][CH2:71][N:70]([S:73]([CH3:76])(=[O:75])=[O:74])[CH2:69][CH2:68]2)[CH2:56][CH2:57][N:58]2[CH2:63][CH2:62][CH:61]([NH:64][CH2:65][CH3:66])[CH2:60][CH2:59]2)[CH:51]=[C:52]([F:54])[CH:53]=1, predict the reaction product. (3) Given the reactants [Br-].[CH3:2][O:3][C:4]([C@@H:6]([O:11][C@H:12]([C:29]1[CH:34]=[CH:33][CH:32]=[CH:31][CH:30]=1)[C:13]1[CH:18]=[CH:17][C:16]([C:19]2[CH:20]=[N+:21]([CH2:25][CH2:26][O:27][CH3:28])[CH:22]=[CH:23][CH:24]=2)=[CH:15][CH:14]=1)[CH2:7][CH:8]([CH3:10])[CH3:9])=[O:5].C(O)(=O)C, predict the reaction product. The product is: [CH3:28][O:27][CH2:26][CH2:25][N:21]1[CH2:22][CH2:23][CH2:24][CH:19]([C:16]2[CH:17]=[CH:18][C:13]([C@@H:12]([C:29]3[CH:30]=[CH:31][CH:32]=[CH:33][CH:34]=3)[O:11][C@@H:6]([CH2:7][CH:8]([CH3:10])[CH3:9])[C:4]([O:3][CH3:2])=[O:5])=[CH:14][CH:15]=2)[CH2:20]1. (4) Given the reactants [NH2:1][C:2]1[CH:7]=[CH:6][N:5]2[N:8]=[C:9]([C:21]3[CH:26]=[CH:25][CH:24]=[CH:23][CH:22]=3)[C:10]([C:11]3[CH:12]=[CH:13][C:14](=[O:20])[N:15]([CH:17]([CH3:19])[CH3:18])[N:16]=3)=[C:4]2[CH:3]=1.C=O.C[C:30]([OH:32])=O.[C:33](O[BH-](OC(=O)C)OC(=O)C)(=O)C.[Na+].C[CH2:48][O:49][C:50](C)=O, predict the reaction product. The product is: [CH3:48][O:49][CH2:50][N:1]([CH2:33][O:32][CH3:30])[C:2]1[CH:7]=[CH:6][N:5]2[N:8]=[C:9]([C:21]3[CH:22]=[CH:23][CH:24]=[CH:25][CH:26]=3)[C:10]([C:11]3[CH:12]=[CH:13][C:14](=[O:20])[N:15]([CH:17]([CH3:19])[CH3:18])[N:16]=3)=[C:4]2[CH:3]=1. (5) Given the reactants [OH:1][C:2]1[CH:3]=[CH:4][CH:5]=[C:6]2[C:11]=1[CH:10]=[C:9]([S:12]([OH:15])(=[O:14])=[O:13])[CH:8]=[CH:7]2.[OH-].[K+].Br[CH2:19][C:20]1[CH:29]=[CH:28][C:23]([C:24]([O:26][CH3:27])=[O:25])=[CH:22][CH:21]=1.[Na+].[I-], predict the reaction product. The product is: [CH3:27][O:26][C:24]([C:23]1[CH:28]=[CH:29][C:20]([CH2:19][O:1][C:2]2[CH:3]=[CH:4][CH:5]=[C:6]3[C:11]=2[CH:10]=[C:9]([S:12]([OH:15])(=[O:13])=[O:14])[CH:8]=[CH:7]3)=[CH:21][CH:22]=1)=[O:25]. (6) Given the reactants [OH:1][C@H:2]([C:22]1[CH:23]=[N:24][CH:25]=[CH:26][CH:27]=1)[CH2:3][NH:4][C@H:5]([CH3:21])[CH2:6][C:7]1[C:15]2[C:10](=[C:11]([O:16][CH2:17][C:18]([OH:20])=[O:19])[CH:12]=[CH:13][CH:14]=2)[NH:9][CH:8]=1.S(=O)(=O)(O)O.[CH2:33](O)[CH3:34], predict the reaction product. The product is: [OH:1][C@H:2]([C:22]1[CH:23]=[N:24][CH:25]=[CH:26][CH:27]=1)[CH2:3][NH:4][C@H:5]([CH3:21])[CH2:6][C:7]1[C:15]2[C:10](=[C:11]([O:16][CH2:17][C:18]([O:20][CH2:33][CH3:34])=[O:19])[CH:12]=[CH:13][CH:14]=2)[NH:9][CH:8]=1. (7) Given the reactants [CH2:1]([C:3]1[CH:8]=[CH:7][C:6]([CH:9]2[CH2:14][N:13]([C:15]([N:17]3[CH2:22][CH2:21][CH:20]([OH:23])[CH2:19][CH2:18]3)=[O:16])[CH2:12][CH:11]([C:24]([OH:26])=O)[CH2:10]2)=[CH:5][CH:4]=1)[CH3:2].O[NH:28][C:29]([C:31]1[N:35]([CH3:36])[C:34]([C:37]([F:40])([F:39])[F:38])=[N:33][N:32]=1)=[NH:30], predict the reaction product. The product is: [CH2:1]([C:3]1[CH:4]=[CH:5][C:6]([CH:9]2[CH2:10][CH:11]([C:24]3[O:26][N:30]=[C:29]([C:31]4[N:35]([CH3:36])[C:34]([C:37]([F:40])([F:39])[F:38])=[N:33][N:32]=4)[N:28]=3)[CH2:12][N:13]([C:15]([N:17]3[CH2:22][CH2:21][CH:20]([OH:23])[CH2:19][CH2:18]3)=[O:16])[CH2:14]2)=[CH:7][CH:8]=1)[CH3:2].